This data is from Full USPTO retrosynthesis dataset with 1.9M reactions from patents (1976-2016). The task is: Predict the reactants needed to synthesize the given product. (1) Given the product [N+:10]([C:13]1[CH:14]=[C:15]([CH:18]=[CH:19][CH:20]=1)[CH:16]=[N:1][C:2]1[CH:9]=[CH:8][C:5]([C:6]#[N:7])=[CH:4][CH:3]=1)([O-:12])=[O:11], predict the reactants needed to synthesize it. The reactants are: [NH2:1][C:2]1[CH:9]=[CH:8][C:5]([C:6]#[N:7])=[CH:4][CH:3]=1.[N+:10]([C:13]1[CH:14]=[C:15]([CH:18]=[CH:19][CH:20]=1)[CH:16]=O)([O-:12])=[O:11]. (2) Given the product [I:1][C:2]1[CH:8]=[CH:7][C:5]([N:6]2[CH2:15][CH2:14][O:13][CH2:10][CH2:11]2)=[C:4]([CH3:9])[CH:3]=1, predict the reactants needed to synthesize it. The reactants are: [I:1][C:2]1[CH:8]=[CH:7][C:5]([NH2:6])=[C:4]([CH3:9])[CH:3]=1.[CH2:10]([O:13][CH2:14][CH2:15]Cl)[CH2:11]Cl.[NH4+].[Br-].[OH-].[Na+].